The task is: Binary Classification. Given a drug SMILES string, predict its activity (active/inactive) in a high-throughput screening assay against a specified biological target.. This data is from SARS-CoV-2 main protease (3CLPro) crystallographic fragment screen with 879 compounds. (1) The compound is O=C(CCl)N1CCN(C2CCS(=O)(=O)C2)CC1. The result is 0 (inactive). (2) The compound is Cl.Nc1csc(N)n1. The result is 0 (inactive). (3) The drug is COc1ccc(C(=O)C2CCNCC2)cc1. The result is 0 (inactive). (4) The drug is N#CC1CC1. The result is 0 (inactive). (5) The compound is O=C(CCl)N1CCN(S(=O)(=O)c2ccc(Cl)cc2)CC1. The result is 1 (active).